This data is from Catalyst prediction with 721,799 reactions and 888 catalyst types from USPTO. The task is: Predict which catalyst facilitates the given reaction. (1) Reactant: [CH2:1]([O:5][C:6]1[CH:11]=[CH:10][C:9]([S:12]([NH:15][CH:16]([C:20]2[CH:25]=[CH:24][C:23]([OH:26])=[CH:22][CH:21]=2)[C:17]([OH:19])=O)(=[O:14])=[O:13])=[CH:8][CH:7]=1)[C:2]#[C:3][CH3:4].C([O-])(O)=O.[Na+].C(Cl)CCl.C1C=CC2N(O)N=NC=2C=1.Cl.[C:47]([O:51][NH2:52])([CH3:50])([CH3:49])[CH3:48]. Product: [C:47]([O:51][NH:52][C:17](=[O:19])[CH:16]([NH:15][S:12]([C:9]1[CH:10]=[CH:11][C:6]([O:5][CH2:1][C:2]#[C:3][CH3:4])=[CH:7][CH:8]=1)(=[O:14])=[O:13])[C:20]1[CH:25]=[CH:24][C:23]([OH:26])=[CH:22][CH:21]=1)([CH3:50])([CH3:49])[CH3:48]. The catalyst class is: 3. (2) Reactant: [CH3:1][N:2]1[C:7]2[CH:8]=[CH:9][CH:10]=[CH:11][C:6]=2[O:5][CH2:4][C:3]1=O. Product: [CH3:1][N:2]1[C:7]2[CH:8]=[CH:9][CH:10]=[CH:11][C:6]=2[O:5][CH2:4][CH2:3]1. The catalyst class is: 1. (3) Reactant: Cl.[CH3:2][C@H:3]([O:7][C:8]1[N:16]=[C:15]2[C:11]([N:12]=[C:13]([O:28]C)[N:14]2[CH2:17][CH2:18][CH2:19][CH2:20][CH2:21][N:22]2[CH2:27][CH2:26][CH2:25][CH2:24][CH2:23]2)=[C:10]([NH2:30])[N:9]=1)[CH2:4][CH2:5][CH3:6]. Product: [NH2:30][C:10]1[N:9]=[C:8]([O:7][C@@H:3]([CH3:2])[CH2:4][CH2:5][CH3:6])[N:16]=[C:15]2[C:11]=1[NH:12][C:13](=[O:28])[N:14]2[CH2:17][CH2:18][CH2:19][CH2:20][CH2:21][N:22]1[CH2:23][CH2:24][CH2:25][CH2:26][CH2:27]1. The catalyst class is: 169. (4) Reactant: [C:1]([OH:7])(=[O:6])[CH2:2][C:3](O)=O.C(=O)[C:9]1[CH:14]=[CH:13][CH:12]=[CH:11][CH:10]=1.N1CCCCC1.Cl. Product: [C:1]([OH:7])(=[O:6])[CH:2]=[CH:3][C:9]1[CH:14]=[CH:13][CH:12]=[CH:11][CH:10]=1. The catalyst class is: 228. (5) Reactant: [N:1]1[C:9]2[CH:8]=[CH:7][N:6]=[CH:5][C:4]=2[NH:3][C:2]=1[C:10]1[C:18]2[C:13](=[N:14][CH:15]=[C:16]([C:19]3[CH:20]=[N:21][CH:22]=[CH:23][C:24]=3[CH3:25])[CH:17]=2)[N:12](C2CCCCO2)[N:11]=1.C([SiH](CC)CC)C.C(O)(C(F)(F)F)=O. Product: [N:1]1[C:9]2[CH:8]=[CH:7][N:6]=[CH:5][C:4]=2[NH:3][C:2]=1[C:10]1[C:18]2[C:13](=[N:14][CH:15]=[C:16]([C:19]3[CH:20]=[N:21][CH:22]=[CH:23][C:24]=3[CH3:25])[CH:17]=2)[NH:12][N:11]=1. The catalyst class is: 2. (6) Reactant: [CH3:1][C:2]1([C:7]([O:9]C)=[O:8])[CH2:6][CH2:5][CH2:4][CH2:3]1.O.[OH-].[Na+]. Product: [CH3:1][C:2]1([C:7]([OH:9])=[O:8])[CH2:6][CH2:5][CH2:4][CH2:3]1. The catalyst class is: 5. (7) Reactant: Cl.[CH2:2]([C:4]1[S:24][C:7]2[N:8]=[C:9]([S:18][CH2:19][C:20]([O:22][CH3:23])=[O:21])[N:10]=[C:11]([N:12]3[CH2:17][CH2:16][NH:15][CH2:14][CH2:13]3)[C:6]=2[CH:5]=1)[CH3:3].C(N(C(C)C)CC)(C)C.[N:34]1[CH:39]=[CH:38][CH:37]=[C:36]([C:40]2(C(O)=O)[NH:44][CH:43]=[CH:42][S:41]2)[CH:35]=1.CN([C:51]([O:55]N1N=NC2C=CC=NC1=2)=[N+](C)C)C.F[P-](F)(F)(F)(F)F. Product: [CH2:2]([C:4]1[S:24][C:7]2[N:8]=[C:9]([S:18][CH2:19][C:20]([O:22][CH3:23])=[O:21])[N:10]=[C:11]([N:12]3[CH2:17][CH2:16][N:15]([C:51]([C:43]4[N:44]=[C:40]([C:36]5[CH:35]=[N:34][CH:39]=[CH:38][CH:37]=5)[S:41][CH:42]=4)=[O:55])[CH2:14][CH2:13]3)[C:6]=2[CH:5]=1)[CH3:3]. The catalyst class is: 3. (8) Reactant: [ClH:1].[NH2:2][CH2:3][C:4]1[CH:9]=[CH:8][C:7]([S:10]([NH2:13])(=[O:12])=[O:11])=[CH:6][CH:5]=1.C(N(C(C)C)C(C)C)C.[O:23]1[CH:25]([CH2:26][CH3:27])[CH2:24]1.[OH-].[Na+].C(=O)(OC(C)(C)C)OC(C)(C)C. Product: [ClH:1].[OH:23][CH:25]([CH2:26][CH3:27])[CH2:24][NH:2][CH2:3][C:4]1[CH:5]=[CH:6][C:7]([S:10]([NH2:13])(=[O:11])=[O:12])=[CH:8][CH:9]=1. The catalyst class is: 36. (9) Reactant: Cl[C@H:2]([C@H:8]([OH:12])[CH2:9][CH2:10][CH3:11])[C:3]([O:5][CH2:6][CH3:7])=[O:4].C(O)C.C(=O)([O-])[O-].[K+].[K+]. Product: [CH2:9]([C@H:8]1[O:12][C@@H:2]1[C:3]([O:5][CH2:6][CH3:7])=[O:4])[CH2:10][CH3:11]. The catalyst class is: 282. (10) Reactant: [Cl-].[CH3:2][O:3][CH2:4][P+](C1C=CC=CC=1)(C1C=CC=CC=1)C1C=CC=CC=1.C([Li])CCC.[CH3:29][C:30]1[CH:37]=[CH:36][C:33]([CH:34]=O)=[CH:32][CH:31]=1.[Cl-].[Na+]. Product: [CH3:2][O:3][CH:4]=[CH:34][C:33]1[CH:36]=[CH:37][C:30]([CH3:29])=[CH:31][CH:32]=1. The catalyst class is: 27.